This data is from Forward reaction prediction with 1.9M reactions from USPTO patents (1976-2016). The task is: Predict the product of the given reaction. (1) Given the reactants Br[C:2]1[CH:3]=[C:4]([S:8]([NH:11][C:12]2[CH:21]=[CH:20][C:15]([C:16]([O:18][CH3:19])=[O:17])=[C:14]([OH:22])[CH:13]=2)(=[O:10])=[O:9])[CH:5]=[CH:6][CH:7]=1.[N+:23]([C:26]1[CH:31]=[CH:30][CH:29]=[CH:28][C:27]=1B(O)O)([O-:25])=[O:24], predict the reaction product. The product is: [OH:22][C:14]1[CH:13]=[C:12]([NH:11][S:8]([C:4]2[CH:3]=[C:2]([C:27]3[CH:28]=[CH:29][CH:30]=[CH:31][C:26]=3[N+:23]([O-:25])=[O:24])[CH:7]=[CH:6][CH:5]=2)(=[O:10])=[O:9])[CH:21]=[CH:20][C:15]=1[C:16]([O:18][CH3:19])=[O:17]. (2) The product is: [CH3:1][O:2][C:3]([C@@H:5]1[CH2:10][CH2:9][C@@H:8]([N:13]=[N+:14]=[N-:15])[C@H:7]([OH:12])[CH2:6]1)=[O:4]. Given the reactants [CH3:1][O:2][C:3]([C@@H:5]1[CH2:10][CH2:9][C@H:8](Br)[C@H:7]([OH:12])[CH2:6]1)=[O:4].[N-:13]=[N+:14]=[N-:15].[Na+], predict the reaction product. (3) Given the reactants [CH3:1][NH:2][CH3:3].Br[CH2:5][CH2:6][CH2:7][CH2:8][O:9][C:10]1[C:11]([O:30][CH3:31])=[CH:12][CH:13]=[C:14]2[C:19]=1[O:18][C:17](=[O:20])[CH:16]=[C:15]2[NH:21][C:22]1[C:27]([Cl:28])=[CH:26][N:25]=[CH:24][C:23]=1[Cl:29], predict the reaction product. The product is: [Cl:29][C:23]1[CH:24]=[N:25][CH:26]=[C:27]([Cl:28])[C:22]=1[NH:21][C:15]1[C:14]2[C:19](=[C:10]([O:9][CH2:8][CH2:7][CH2:6][CH2:5][N:2]([CH3:3])[CH3:1])[C:11]([O:30][CH3:31])=[CH:12][CH:13]=2)[O:18][C:17](=[O:20])[CH:16]=1.